From a dataset of Forward reaction prediction with 1.9M reactions from USPTO patents (1976-2016). Predict the product of the given reaction. (1) Given the reactants [F:1][C:2]1[CH:10]=[CH:9][C:5]([C:6]([OH:8])=O)=[CH:4][C:3]=1[C:11]([F:14])([F:13])[F:12].CCN(C(C)C)C(C)C.CN(C([O:31]N1N=NC2C=CC=NC1=2)=[N+](C)C)C.F[P-](F)(F)(F)(F)F.Cl.[NH2:49][CH:50]1[CH2:55][CH2:54][CH:53]([CH2:56][N:57]2[C:61]3[CH:62]=[CH:63][CH:64]=[CH:65][C:60]=3[N:59]([CH3:66])[C:58]2=[O:67])[CH2:52][CH2:51]1, predict the reaction product. The product is: [F:12][C:11]([F:14])([F:13])[C:58]([OH:67])=[O:31].[F:1][C:2]1[CH:10]=[CH:9][C:5]([C:6]([NH:49][C@H:50]2[CH2:55][CH2:54][C@H:53]([CH2:56][N:57]3[C:61]4[CH:62]=[CH:63][CH:64]=[CH:65][C:60]=4[N:59]([CH3:66])[C:58]3=[O:67])[CH2:52][CH2:51]2)=[O:8])=[CH:4][C:3]=1[C:11]([F:14])([F:13])[F:12]. (2) Given the reactants [CH2:1]([O:8][C:9](=[O:32])[NH:10][CH2:11][CH2:12][CH2:13][CH2:14][N:15]([CH2:17][C:18]1[CH:23]=[CH:22][C:21]([CH2:24][NH:25][CH2:26][C:27]2[NH:28][CH:29]=[CH:30][N:31]=2)=[CH:20][CH:19]=1)[CH3:16])[C:2]1[CH:7]=[CH:6][CH:5]=[CH:4][CH:3]=1.[CH3:33][N:34]1[CH:38]=[CH:37][N:36]=[C:35]1[CH:39]=O.C([BH3-])#N.[Na+].C(O)(=O)C, predict the reaction product. The product is: [CH2:1]([O:8][C:9](=[O:32])[NH:10][CH2:11][CH2:12][CH2:13][CH2:14][N:15]([CH2:17][C:18]1[CH:19]=[CH:20][C:21]([CH2:24][N:25]([CH2:26][C:27]2[NH:31][CH:30]=[CH:29][N:28]=2)[CH2:39][C:35]2[N:34]([CH3:33])[CH:38]=[CH:37][N:36]=2)=[CH:22][CH:23]=1)[CH3:16])[C:2]1[CH:7]=[CH:6][CH:5]=[CH:4][CH:3]=1. (3) Given the reactants [Cl:1][C:2]1[C:7]([C:8]([NH:10][CH:11]([CH3:15])[CH:12]([OH:14])[CH3:13])=[O:9])=[CH:6][CH:5]=[C:4]([CH3:16])[N:3]=1.S([O-])([O-])(=O)=S.[Na+].[Na+].C([O-])(O)=O.[Na+], predict the reaction product. The product is: [Cl:1][C:2]1[C:7]([C:8]([NH:10][CH:11]([CH3:15])[C:12](=[O:14])[CH3:13])=[O:9])=[CH:6][CH:5]=[C:4]([CH3:16])[N:3]=1. (4) Given the reactants C([O:8][C:9]1[CH:10]=[C:11]([N:15]2[CH2:20][CH2:19][CH2:18][CH:17]([NH:21][C:22]([O:24][C:25]([CH3:28])([CH3:27])[CH3:26])=[O:23])[CH2:16]2)[CH:12]=[CH:13][CH:14]=1)C1C=CC=CC=1.[H][H], predict the reaction product. The product is: [C:25]([O:24][C:22]([NH:21][CH:17]1[CH2:18][CH2:19][CH2:20][N:15]([C:11]2[CH:12]=[CH:13][CH:14]=[C:9]([OH:8])[CH:10]=2)[CH2:16]1)=[O:23])([CH3:28])([CH3:26])[CH3:27]. (5) Given the reactants [NH:1]1[CH2:6][CH2:5][CH2:4][C@@H:3]([NH:7][C:8]2[CH:18]=[CH:17][C:11]([C:12]([O:14][CH2:15][CH3:16])=[O:13])=[CH:10][N:9]=2)[CH2:2]1.[C:19](O[C:19]([O:21][C:22]([CH3:25])([CH3:24])[CH3:23])=[O:20])([O:21][C:22]([CH3:25])([CH3:24])[CH3:23])=[O:20], predict the reaction product. The product is: [C:22]([O:21][C:19]([N:1]1[CH2:6][CH2:5][CH2:4][C@@H:3]([NH:7][C:8]2[CH:18]=[CH:17][C:11]([C:12]([O:14][CH2:15][CH3:16])=[O:13])=[CH:10][N:9]=2)[CH2:2]1)=[O:20])([CH3:25])([CH3:24])[CH3:23]. (6) Given the reactants C([Si](O[C:9]1[CH:18]=[CH:17][C:16]2[C:11](=[CH:12][CH:13]=[C:14]([CH2:19][CH2:20][CH:21]=[CH:22]OC)[CH:15]=2)[CH:10]=1)(C)C)(C)(C)C.[OH2:25].[CH2:26]([NH:29][CH2:30][CH2:31][CH3:32])[CH2:27][CH3:28].[C:33]([BH3-])#N.[Na+], predict the reaction product. The product is: [OH:25][CH2:33][C:9]1[CH:18]=[CH:17][C:16]2[C:11](=[CH:12][CH:13]=[C:14]([CH2:19][CH2:20][CH2:21][CH2:22][N:29]([CH2:30][CH2:31][CH3:32])[CH2:26][CH2:27][CH3:28])[CH:15]=2)[CH:10]=1.